Task: Regression. Given two drug SMILES strings and cell line genomic features, predict the synergy score measuring deviation from expected non-interaction effect.. Dataset: NCI-60 drug combinations with 297,098 pairs across 59 cell lines (1) Drug 1: CCC1=C2CN3C(=CC4=C(C3=O)COC(=O)C4(CC)O)C2=NC5=C1C=C(C=C5)O. Drug 2: COCCOC1=C(C=C2C(=C1)C(=NC=N2)NC3=CC=CC(=C3)C#C)OCCOC.Cl. Cell line: HCC-2998. Synergy scores: CSS=13.9, Synergy_ZIP=-8.96, Synergy_Bliss=-7.09, Synergy_Loewe=-22.5, Synergy_HSA=-4.62. (2) Drug 1: C1=CN(C(=O)N=C1N)C2C(C(C(O2)CO)O)O.Cl. Drug 2: CC1=C(C(=O)C2=C(C1=O)N3CC4C(C3(C2COC(=O)N)OC)N4)N. Cell line: MDA-MB-435. Synergy scores: CSS=22.1, Synergy_ZIP=-8.23, Synergy_Bliss=-0.890, Synergy_Loewe=-0.453, Synergy_HSA=1.58. (3) Drug 1: C1C(C(OC1N2C=C(C(=O)NC2=O)F)CO)O. Drug 2: C1CNP(=O)(OC1)N(CCCl)CCCl. Cell line: TK-10. Synergy scores: CSS=19.6, Synergy_ZIP=-7.18, Synergy_Bliss=-7.34, Synergy_Loewe=-80.4, Synergy_HSA=-6.06.